Dataset: Experimentally validated miRNA-target interactions with 360,000+ pairs, plus equal number of negative samples. Task: Binary Classification. Given a miRNA mature sequence and a target amino acid sequence, predict their likelihood of interaction. (1) The miRNA is mmu-miR-3110-5p with sequence UUCUGCCUCCCCUGAAGGCUC. The protein sequence of the target gene is MEELRCPEAKLAPPEVVIATEAPPPSLVDRYFTRWYKADVKGKPCEDHCILQHSNRICVITLAGSHPVLQSGKAIQRISYQISNNCSRLENKVSGKFKRGAQFLTELAPLCKIYCSDGEEYTISSCVRGRLMEVNENILHQPSLLQEKPSTEGYIAVVLPKFEESKSVTEGLLTQQQYEEVVVKRTNATATTP. Result: 1 (interaction). (2) The miRNA is mmu-miR-3060-3p with sequence CCAUAGCACAGAAGCACUCCCA. The protein sequence of the target gene is MAGPEEAVHRGCDNHPPFVGGKSVLLFGQSQYTADEYQAIQKALRQRLGPEYISSRMAGGGQKVCYIEGHRVINLANEMFGYNGWAHSITQQNVDFVDLNNGKFYVGVCAFVKVQLKDGSYHEDVGYGVSEGLRSKALSLEKARKEAVTDGLKRALRSFGNALGNCILDKDYLRSLNKLPRQLPLDVDLTKTKREDFEPSVEQARYNSCRQNEALGLPKPQEVTSPCRSSPPHDSNIKLQGAKDISSSCSLAATLESDATHQRKLRKLRQKQLQQQFREQMETRRQSHAPAEEVAAKHAA.... Result: 0 (no interaction). (3) The miRNA is hsa-miR-3199 with sequence AGGGACUGCCUUAGGAGAAAGUU. The protein sequence of the target gene is MEPEREGTERHPRKVRESRQAPNKLVGAAEAMKAGWDLEESQPEAKKARLSTILFTDNCEVTHDQLCELLKYAVLGKSNVPKPSWCQLFHQNHLNNVVVFVLQGMSQLHFYRFYLEFGCLRKAFRHKFRLPPPSSDFLADVVGLQTEQRAGDLPKTMEGPLPSNAKAAINLQDDPIIQKYGSKKVGLTRCLLTKEEMRTFHFPLQGFPDCENFLLTKCNGSIADNSPLFGLDCEMCLTSKGRELTRISLVAEGGCCVMDELVKPENKILDYLTSFSGITKKILNPVTTKLKDVQRQLKAL.... Result: 0 (no interaction). (4) The miRNA is hsa-miR-876-3p with sequence UGGUGGUUUACAAAGUAAUUCA. The protein sequence of the target gene is MLPSNITSTHPAVFLLVGIPGLEHLHAWISIPFCFAYTLALLGNCTLLFIIQADAALHEPMYLFLAMLATIDLVLSSTTLPKMLAIFWFRDQEINFFACLVQMFFLHSFSIMESAVLLAMAFDRYVAICKPLHYTTVLTGSLITKIGMAAVARAVTLMTPLPFLLRRFHYCRGPVIAHCYCEHMAVVRLACGDTSFNNIYGIAVAMFIVVLDLLFVILSYVFILQAVLQLASQEARYKAFGTCVSHIGAILSTYTPVVISSVMHRVARHAAPRVHILLAIFYLLFPPMVNPIIYGVKTKQ.... Result: 0 (no interaction). (5) The miRNA is hsa-miR-4716-5p with sequence UCCAUGUUUCCUUCCCCCUUCU. The protein sequence of the target gene is MGRPLLLPLLLLLQPPAFLQPGGSTGSGPSYLYGVTQPKHLSASMGGSVEIPFSFYYPWELAIVPNVRISWRRGHFHGQSFYSTRPPSIHKDYVNRLFLNWTEGQESGFLRISNLRKEDQSVYFCRVELDTRRSGRQQLQSIKGTKLTITQAVTTTTTWRPSSTTTIAGLRVTESKGHSESWHLSLDTAIRVALAVAVLKTVILGLLCLLLLWWRRRKGSRAPSSDF. Result: 1 (interaction). (6) The protein sequence of the target gene is MSFLGGFFGPICEIDVALNDGETRKMAEMKTEDGKVEKHYLFYDGESVSGKVNLAFKQPGKRLEHQGIRIEFVGQIELFNDKSNTHEFVNLVKELALPGELTQSRSYDFEFMQVEKPYESYIGANVRLRYFLKVTIVRRLTDLVKEYDLIVHQLATYPDVNNSIKMEVGIEDCLHIEFEYNKSKYHLKDVIVGKIYFLLVRIKIQHMELQLIKKEITGIGPSTTTETETIAKYEIMDGAPVKGESIPIRLFLAGYDPTPTMRDVNKKFSVRYFLNLVLVDEEDRRYFKQQEIILWRKAPE.... The miRNA is mmu-miR-3965 with sequence UGCUUAUCAGCCUGAUGUU. Result: 1 (interaction). (7) The miRNA is hsa-miR-1827 with sequence UGAGGCAGUAGAUUGAAU. The protein sequence of the target gene is MSSYFVNPLYSKYKAAAAAAAAAGEAINPTYYDCHFAPEVGGRHAAAAAALQLYGNSAAGFPHAPPQAHAHPHPSPPPSGTGCGGREGRGQEYFHPGGGSPAAAYQAAPPPPPHPPPPPPPPPCGGIACHGEPAKFYGYDNLQRQPIFTTQQEAELVQYPDCKSSSGNIGEDPDHLNQSSSPSQMFPWMRPQAAPGRRRGRQTYSRFQTLELEKEFLFNPYLTRKRRIEVSHALALTERQVKIWFQNRRMKWKKENNKDKFPVSRQEVKDGETKKEAQELEEDRAEGLTN. Result: 1 (interaction). (8) The miRNA is hsa-miR-4668-3p with sequence GAAAAUCCUUUUUGUUUUUCCAG. The protein sequence of the target gene is MGTFCSVIKFENLQELKRLCHWGPIIALGVIAICSTMAMIDSVLWYWPLHTTGGSVNFIMLINWTVMILYNYFNAMFVGPGFVPLGWKPEISQDTMYLQYCKVCQAYKAPRSHHCRKCNRCVMKMDHHCPWINNCCGYQNHASFTLFLLLAPLGCIHAAFIFVMTMYTQLYHRLSFGWNTVKIDMSAARRDPLPIVPFGLAAFATTLFALGLALGTTIAVGMLFFIQMKIILRNKTSIESWIEEKAKDRIQYYQLDEVFVFPYDMGSRWRNFKQVFTWSGVPEGDGLEWPVREGCHQYSL.... Result: 1 (interaction).